Predict the product of the given reaction. From a dataset of Forward reaction prediction with 1.9M reactions from USPTO patents (1976-2016). (1) Given the reactants [CH3:1][C:2]1[C:7]([OH:8])=[CH:6][CH:5]=[CH:4][C:3]=1[C:9]([NH:11][C@H:12]([C@H:21]([OH:40])[CH2:22][N:23]1[C@H:32]([C:33]([NH:35][C:36]([CH3:39])([CH3:38])[CH3:37])=[O:34])[CH2:31][C@H:30]2[C@H:25]([CH2:26][CH2:27][CH2:28][CH2:29]2)[CH2:24]1)[CH2:13][S:14][C:15]1[CH:16]=[CH:17][CH:18]=[CH:19][CH:20]=1)=[O:10].[CH3:41][S:42]([OH:45])(=[O:44])=[O:43].C(C(C)=O)C, predict the reaction product. The product is: [CH3:1][C:2]1[C:7]([OH:8])=[CH:6][CH:5]=[CH:4][C:3]=1[C:9]([NH:11][C@H:12]([C@H:21]([OH:40])[CH2:22][N:23]1[C@H:32]([C:33]([NH:35][C:36]([CH3:38])([CH3:37])[CH3:39])=[O:34])[CH2:31][C@H:30]2[C@H:25]([CH2:26][CH2:27][CH2:28][CH2:29]2)[CH2:24]1)[CH2:13][S:14][C:15]1[CH:20]=[CH:19][CH:18]=[CH:17][CH:16]=1)=[O:10].[CH3:41][S:42]([OH:45])(=[O:44])=[O:43]. (2) Given the reactants [Cl:1][C:2]1[CH:3]=[C:4]([CH:7]=[CH:8][C:9]=1[O:10][CH2:11][C:12]1[CH:13]=[N:14][C:15]([O:19][CH3:20])=[C:16]([Cl:18])[CH:17]=1)[C:5]#[N:6].C(=O)([O-])[O-:22].[K+].[K+].OO, predict the reaction product. The product is: [Cl:1][C:2]1[CH:3]=[C:4]([CH:7]=[CH:8][C:9]=1[O:10][CH2:11][C:12]1[CH:13]=[N:14][C:15]([O:19][CH3:20])=[C:16]([Cl:18])[CH:17]=1)[C:5]([NH2:6])=[O:22].